Dataset: Forward reaction prediction with 1.9M reactions from USPTO patents (1976-2016). Task: Predict the product of the given reaction. (1) Given the reactants [CH3:1][C:2]([C:6]1[CH:11]=[CH:10][CH:9]=[CH:8][CH:7]=1)([CH3:5])[CH2:3][OH:4].C(N(CC)CC)C.[CH3:19][S:20](Cl)(=[O:22])=[O:21], predict the reaction product. The product is: [CH3:19][S:20]([O:4][CH2:3][C:2]([CH3:1])([C:6]1[CH:11]=[CH:10][CH:9]=[CH:8][CH:7]=1)[CH3:5])(=[O:22])=[O:21]. (2) Given the reactants [F:1][C:2]1[C:7]([NH2:8])=[CH:6][CH:5]=[C:4]([F:9])[C:3]=1[NH:10][C:11]1[C:16]([C:17]2[N:25]=[CH:24][N:23]=[C:22]3[C:18]=2[N:19]=[CH:20][N:21]3[CH:26]2[CH2:31][CH2:30][CH2:29][CH2:28][O:27]2)=[CH:15][CH:14]=[CH:13][N:12]=1.[CH3:32][C:33]1[O:37][C:36]([C:38]([F:41])([F:40])[F:39])=[C:35]([S:42](Cl)(=[O:44])=[O:43])[CH:34]=1.N1C=CC=CC=1, predict the reaction product. The product is: [F:1][C:2]1[C:3]([NH:10][C:11]2[C:16]([C:17]3[N:25]=[CH:24][N:23]=[C:22]4[C:18]=3[N:19]=[CH:20][N:21]4[CH:26]3[CH2:31][CH2:30][CH2:29][CH2:28][O:27]3)=[CH:15][CH:14]=[CH:13][N:12]=2)=[C:4]([F:9])[CH:5]=[CH:6][C:7]=1[NH:8][S:42]([C:35]1[CH:34]=[C:33]([CH3:32])[O:37][C:36]=1[C:38]([F:41])([F:39])[F:40])(=[O:44])=[O:43]. (3) Given the reactants [NH2:1][C:2]([C:4]1[CH:5]=[N:6][C:7]2[C:12]([C:13]=1[NH:14][C:15]1[CH:16]=[C:17]([CH:23]=[CH:24][CH:25]=1)[C:18]([O:20]CC)=[O:19])=[CH:11][CH:10]=[C:9]([C:26]1[CH:27]=[N:28][C:29]3[C:34]([CH:35]=1)=[CH:33][CH:32]=[CH:31][CH:30]=3)[CH:8]=2)=[O:3].[OH-].[Na+], predict the reaction product. The product is: [NH2:1][C:2]([C:4]1[CH:5]=[N:6][C:7]2[C:12]([C:13]=1[NH:14][C:15]1[CH:16]=[C:17]([CH:23]=[CH:24][CH:25]=1)[C:18]([OH:20])=[O:19])=[CH:11][CH:10]=[C:9]([C:26]1[CH:27]=[N:28][C:29]3[C:34]([CH:35]=1)=[CH:33][CH:32]=[CH:31][CH:30]=3)[CH:8]=2)=[O:3]. (4) The product is: [CH:16]([N:13]1[CH2:12][CH2:11][N:10]([C:5]2[CH:4]=[CH:3][C:2]([NH:1][C:36]([NH:35][C:34]3[C:30]([CH3:29])=[N:31][O:32][C:33]=3[CH3:38])=[O:37])=[CH:9][C:6]=2[C:7]#[N:8])[CH2:15][CH2:14]1)([C:17]1[CH:22]=[CH:21][CH:20]=[CH:19][CH:18]=1)[C:23]1[CH:24]=[CH:25][CH:26]=[CH:27][CH:28]=1. Given the reactants [NH2:1][C:2]1[CH:3]=[CH:4][C:5]([N:10]2[CH2:15][CH2:14][N:13]([CH:16]([C:23]3[CH:28]=[CH:27][CH:26]=[CH:25][CH:24]=3)[C:17]3[CH:22]=[CH:21][CH:20]=[CH:19][CH:18]=3)[CH2:12][CH2:11]2)=[C:6]([CH:9]=1)[C:7]#[N:8].[CH3:29][C:30]1[C:34]([N:35]=[C:36]=[O:37])=[C:33]([CH3:38])[O:32][N:31]=1.[OH-].[Na+], predict the reaction product. (5) Given the reactants [O:1]=[C:2]1[CH:8]2[CH2:9][CH:5]([CH2:6][CH:7]2[C:10]2[NH:18][C:17]3[C:16](=[O:19])[N:15]([CH2:20][CH2:21][CH3:22])[C:14](=[O:23])[N:13]([CH2:24][CH2:25][CH3:26])[C:12]=3[N:11]=2)[CH2:4][CH2:3]1.[CH3:27][Mg+].[Br-], predict the reaction product. The product is: [OH:1][C:2]1([CH3:27])[CH:8]2[CH2:9][CH:5]([CH2:6][CH:7]2[C:10]2[NH:18][C:17]3[C:16](=[O:19])[N:15]([CH2:20][CH2:21][CH3:22])[C:14](=[O:23])[N:13]([CH2:24][CH2:25][CH3:26])[C:12]=3[N:11]=2)[CH2:4][CH2:3]1. (6) Given the reactants [CH2:1]([O:9][C:10]1[CH:15]=[CH:14][C:13]([C@@H:16]2[CH2:25][CH2:24][C@@:18]3([NH:22]C(=O)[O:20][CH2:19]3)[CH2:17]2)=[CH:12][CH:11]=1)[CH2:2][CH2:3][CH2:4][CH2:5][CH2:6][CH2:7][CH3:8].O.[OH-].[Li+].O, predict the reaction product. The product is: [NH2:22][C@:18]1([CH2:19][OH:20])[CH2:24][CH2:25][C@@H:16]([C:13]2[CH:14]=[CH:15][C:10]([O:9][CH2:1][CH2:2][CH2:3][CH2:4][CH2:5][CH2:6][CH2:7][CH3:8])=[CH:11][CH:12]=2)[CH2:17]1. (7) Given the reactants [CH3:1][O:2][C:3]1[C:8]2[NH:9][C:10]([C:12]3[S:13][CH:14]=[CH:15][CH:16]=3)=[N:11][C:7]=2[C:6]([C:17]([OH:19])=O)=[CH:5][CH:4]=1.[CH3:20][N:21]([CH3:25])[CH2:22][CH2:23][NH2:24], predict the reaction product. The product is: [CH3:20][N:21]([CH3:25])[CH2:22][CH2:23][NH:24][C:17]([C:6]1[C:7]2[N:11]=[C:10]([C:12]3[S:13][CH:14]=[CH:15][CH:16]=3)[NH:9][C:8]=2[C:3]([O:2][CH3:1])=[CH:4][CH:5]=1)=[O:19]. (8) Given the reactants [NH2:1][C:2]1[CH:7]=[C:6]([C:8]#[C:9][C:10]2[N:14]3[N:15]=[C:16]([C:19]4[CH:24]=[CH:23][C:22]([C:25]([N:27]5[CH2:32][CH2:31][O:30][CH2:29][CH2:28]5)=[O:26])=[CH:21][CH:20]=4)[CH:17]=[CH:18][C:13]3=[N:12][CH:11]=2)[CH:5]=[CH:4][N:3]=1.[C:33](O)(=[O:40])[C:34]1[CH:39]=[CH:38][CH:37]=[N:36][CH:35]=1, predict the reaction product. The product is: [N:27]1([C:25]([C:22]2[CH:21]=[CH:20][C:19]([C:16]3[CH:17]=[CH:18][C:13]4[N:14]([C:10]([C:9]#[C:8][C:6]5[CH:5]=[CH:4][N:3]=[C:2]([NH:1][C:33](=[O:40])[C:34]6[CH:39]=[CH:38][CH:37]=[N:36][CH:35]=6)[CH:7]=5)=[CH:11][N:12]=4)[N:15]=3)=[CH:24][CH:23]=2)=[O:26])[CH2:28][CH2:29][O:30][CH2:31][CH2:32]1.